This data is from NCI-60 drug combinations with 297,098 pairs across 59 cell lines. The task is: Regression. Given two drug SMILES strings and cell line genomic features, predict the synergy score measuring deviation from expected non-interaction effect. (1) Drug 2: CC1C(C(CC(O1)OC2CC(OC(C2O)C)OC3=CC4=CC5=C(C(=O)C(C(C5)C(C(=O)C(C(C)O)O)OC)OC6CC(C(C(O6)C)O)OC7CC(C(C(O7)C)O)OC8CC(C(C(O8)C)O)(C)O)C(=C4C(=C3C)O)O)O)O. Cell line: SK-OV-3. Drug 1: CCN(CC)CCNC(=O)C1=C(NC(=C1C)C=C2C3=C(C=CC(=C3)F)NC2=O)C. Synergy scores: CSS=15.0, Synergy_ZIP=-0.944, Synergy_Bliss=0.423, Synergy_Loewe=-10.3, Synergy_HSA=0.634. (2) Drug 1: CCC1=C2CN3C(=CC4=C(C3=O)COC(=O)C4(CC)O)C2=NC5=C1C=C(C=C5)O. Drug 2: CN(CC1=CN=C2C(=N1)C(=NC(=N2)N)N)C3=CC=C(C=C3)C(=O)NC(CCC(=O)O)C(=O)O. Cell line: UACC-257. Synergy scores: CSS=17.5, Synergy_ZIP=-3.11, Synergy_Bliss=-3.07, Synergy_Loewe=-3.05, Synergy_HSA=-2.31. (3) Drug 1: C1=CC(=C2C(=C1NCCNCCO)C(=O)C3=C(C=CC(=C3C2=O)O)O)NCCNCCO. Drug 2: CC(C1=C(C=CC(=C1Cl)F)Cl)OC2=C(N=CC(=C2)C3=CN(N=C3)C4CCNCC4)N. Cell line: UACC62. Synergy scores: CSS=44.5, Synergy_ZIP=3.84, Synergy_Bliss=5.43, Synergy_Loewe=-7.51, Synergy_HSA=6.55. (4) Drug 1: C1CC(=O)NC(=O)C1N2CC3=C(C2=O)C=CC=C3N. Drug 2: CC(C1=C(C=CC(=C1Cl)F)Cl)OC2=C(N=CC(=C2)C3=CN(N=C3)C4CCNCC4)N. Cell line: SW-620. Synergy scores: CSS=6.15, Synergy_ZIP=-3.94, Synergy_Bliss=-7.29, Synergy_Loewe=-14.3, Synergy_HSA=-7.18. (5) Drug 1: C1CN1P(=S)(N2CC2)N3CC3. Drug 2: C1=NC2=C(N1)C(=S)N=CN2. Cell line: SN12C. Synergy scores: CSS=38.9, Synergy_ZIP=-4.43, Synergy_Bliss=0.901, Synergy_Loewe=-9.12, Synergy_HSA=2.07.